This data is from Reaction yield outcomes from USPTO patents with 853,638 reactions. The task is: Predict the reaction yield, written as a fraction of the theoretical maximum amount of product (1.0 means a 100% yield; for example, 0.34 means a 34% yield). (1) The reactants are [CH3:1][N:2]1[C:6]([C:7]2[CH:8]=[C:9]3[C:13](=[CH:14][CH:15]=2)[NH:12][C:11](OS(C(F)(F)F)(=O)=O)=[CH:10]3)=[CH:5][C:4]([C:24]([F:27])([F:26])[F:25])=[N:3]1.[Cl:28][C:29]1[C:30]([O:38][CH3:39])=[N:31][CH:32]=[CH:33][C:34]=1B(O)O. The catalyst is O1CCOCC1. The product is [Cl:28][C:29]1[C:30]([O:38][CH3:39])=[N:31][CH:32]=[CH:33][C:34]=1[C:11]1[NH:12][C:13]2[C:9]([CH:10]=1)=[CH:8][C:7]([C:6]1[N:2]([CH3:1])[N:3]=[C:4]([C:24]([F:27])([F:26])[F:25])[CH:5]=1)=[CH:15][CH:14]=2. The yield is 0.200. (2) The reactants are [F:1][C:2]([F:14])([F:13])[C:3]([NH:5][NH:6][C:7]1[CH:12]=[N:11][CH:10]=[CH:9][N:8]=1)=O.[NH4+].[OH-]. The catalyst is O. The product is [F:1][C:2]([F:14])([F:13])[C:3]1[N:8]2[CH:9]=[CH:10][N:11]=[CH:12][C:7]2=[N:6][N:5]=1. The yield is 0.320. (3) The reactants are [H-].[Na+].[OH:3][C:4]1[CH:13]=[CH:12][C:7]2[N:8]=[C:9]([CH3:11])[NH:10][C:6]=2[CH:5]=1.Cl[C:15]1[C:24]2[C:19](=[CH:20][C:21]([O:27][CH3:28])=[C:22]([O:25][CH3:26])[CH:23]=2)[N:18]=[CH:17][N:16]=1. The catalyst is CN(C=O)C.O. The product is [CH3:26][O:25][C:22]1[CH:23]=[C:24]2[C:19](=[CH:20][C:21]=1[O:27][CH3:28])[N:18]=[CH:17][N:16]=[C:15]2[O:3][C:4]1[CH:13]=[CH:12][C:7]2[N:8]=[C:9]([CH3:11])[NH:10][C:6]=2[CH:5]=1. The yield is 0.480. (4) The reactants are [H-].[Al+3].[Li+].[H-].[H-].[H-].[F:7][C:8]([F:63])([F:62])[C:9]([O:18][CH2:19][C:20]([CH2:47][O:48][C:49]([C:58]([F:61])([F:60])[F:59])([C:54]([F:57])([F:56])[F:55])[C:50]([F:53])([F:52])[F:51])([CH2:32][O:33][C:34]([C:43]([F:46])([F:45])[F:44])([C:39]([F:42])([F:41])[F:40])[C:35]([F:38])([F:37])[F:36])[CH2:21][O:22][CH2:23][CH2:24][C:25](OC(C)(C)C)=[O:26])([C:14]([F:17])([F:16])[F:15])[C:10]([F:13])([F:12])[F:11]. The catalyst is C1COCC1. The product is [F:7][C:8]([F:62])([F:63])[C:9]([O:18][CH2:19][C:20]([CH2:32][O:33][C:34]([C:35]([F:36])([F:37])[F:38])([C:39]([F:40])([F:41])[F:42])[C:43]([F:44])([F:45])[F:46])([CH2:47][O:48][C:49]([C:50]([F:53])([F:52])[F:51])([C:54]([F:55])([F:56])[F:57])[C:58]([F:61])([F:60])[F:59])[CH2:21][O:22][CH2:23][CH2:24][CH2:25][OH:26])([C:10]([F:13])([F:12])[F:11])[C:14]([F:17])([F:16])[F:15]. The yield is 0.910.